This data is from Full USPTO retrosynthesis dataset with 1.9M reactions from patents (1976-2016). The task is: Predict the reactants needed to synthesize the given product. Given the product [CH3:6][O:5][C:1]([C:2]1[S:3][C:18]2=[N:19][C:20]([C:23]3[CH:28]=[CH:27][CH:26]=[CH:25][CH:24]=3)=[CH:21][CH:22]=[C:17]2[C:16]=1[O:15][CH2:32][C:33]([O:35][CH2:36][CH3:37])=[O:34])=[O:4], predict the reactants needed to synthesize it. The reactants are: [C:1]([O:5][CH3:6])(=[O:4])[CH2:2][SH:3].CC(C)([O-])C.[Na+].C([O:15][C:16](=O)[C:17]1[CH:22]=[CH:21][C:20]([C:23]2[CH:28]=[CH:27][CH:26]=[CH:25][CH:24]=2)=[N:19][C:18]=1Cl)C.Br[CH2:32][C:33]([O:35][CH2:36][CH3:37])=[O:34].Cl.